This data is from Full USPTO retrosynthesis dataset with 1.9M reactions from patents (1976-2016). The task is: Predict the reactants needed to synthesize the given product. (1) Given the product [Cl:1][CH2:2][C:3]([C:13]1[C:23]2=[C:24]3[C:19](=[CH:20][CH:21]=[CH:22]2)[CH2:18][CH2:17][CH2:16][N:15]3[CH:14]=1)=[O:4], predict the reactants needed to synthesize it. The reactants are: [Cl:1][CH2:2][C:3](N(C)C)=[O:4].O=P(Cl)(Cl)Cl.[CH:13]1[C:23]2=[C:24]3[C:19](=[CH:20][CH:21]=[CH:22]2)[CH2:18][CH2:17][CH2:16][N:15]3[CH:14]=1.[OH-].[Na+]. (2) Given the product [Cl:1][C:2]1[CH:3]=[C:4]2[C:8](=[CH:9][CH:10]=1)[N:7]([CH:11]1[CH2:12][CH2:13][CH2:14][CH2:15]1)[CH:6]=[C:5]2[C:16]1[O:17][CH:18]=[C:19]([C:21]([NH:46][N:40]2[CH2:45][CH2:44][O:43][CH2:42][CH2:41]2)=[O:23])[N:20]=1.[Cl:1][C:2]1[CH:3]=[C:4]2[C:8](=[CH:9][CH:10]=1)[N:7]([CH:11]1[CH2:15][CH2:14][CH2:13][CH2:12]1)[CH:6]=[C:5]2[C:16]1[O:17][CH:18]=[C:19]([C:21]([N:40]2[CH2:45][CH2:44][O:43][CH2:42][CH2:41]2)=[O:22])[N:20]=1, predict the reactants needed to synthesize it. The reactants are: [Cl:1][C:2]1[CH:3]=[C:4]2[C:8](=[CH:9][CH:10]=1)[N:7]([CH:11]1[CH2:15][CH2:14][CH2:13][CH2:12]1)[CH:6]=[C:5]2[C:16]1[O:17][CH:18]=[C:19]([C:21]([OH:23])=[O:22])[N:20]=1.Cl.C(N=C=N)C.ON1C2C=CC=CC=2N=N1.[N:40]1([NH2:46])[CH2:45][CH2:44][O:43][CH2:42][CH2:41]1.